This data is from Reaction yield outcomes from USPTO patents with 853,638 reactions. The task is: Predict the reaction yield, written as a fraction of the theoretical maximum amount of product (1.0 means a 100% yield; for example, 0.34 means a 34% yield). (1) The reactants are [CH3:1][C:2](=O)[CH2:3][CH2:4][CH2:5][CH2:6][CH3:7].[CH3:9][C:10]1[CH:11]=[CH:12][C:13]([C:16]([CH3:18])=O)=[CH:14][CH:15]=1.C(O[C:22](=[O:26])[CH2:23][C:24]#[N:25])C.[C:27]([O-])(=O)C.[NH4+:31]. The catalyst is CN(C=O)C.CCOC(C)=O. The product is [CH3:1][C:2]1([C:3]2[CH:27]=[CH:7][CH:6]=[CH:5][CH:4]=2)[NH:31][C:22](=[O:26])[C:23]([C:24]#[N:25])=[C:16]([C:13]2[CH:12]=[CH:11][C:10]([CH3:9])=[CH:15][CH:14]=2)[CH2:18]1. The yield is 0.0600. (2) The reactants are [NH:1]1[CH:5]=[C:4]([C:6]2[C:7]3[CH:14]=[CH:13][N:12]([CH2:15][O:16][CH2:17][CH2:18][Si:19]([CH3:22])([CH3:21])[CH3:20])[C:8]=3[N:9]=[CH:10][N:11]=2)[CH:3]=[N:2]1.[C:23]1(=[O:29])[CH2:28][CH2:27][CH2:26][CH:25]=[CH:24]1.C1CCN2C(=NCCC2)CC1. The catalyst is C(#N)C. The product is [CH3:20][Si:19]([CH3:22])([CH3:21])[CH2:18][CH2:17][O:16][CH2:15][N:12]1[C:8]2[N:9]=[CH:10][N:11]=[C:6]([C:4]3[CH:5]=[N:1][N:2]([CH:25]4[CH2:26][CH2:27][CH2:28][C:23](=[O:29])[CH2:24]4)[CH:3]=3)[C:7]=2[CH:14]=[CH:13]1. The yield is 0.980. (3) The yield is 0.260. The product is [NH:1]1[C:9]2[C:4](=[CH:5][CH:6]=[CH:7][CH:8]=2)[C:3]([CH2:10][C:11]2[CH:17]=[CH:16][C:14]([NH:15][C:20]([NH:51][CH2:50][CH2:49][N:46]3[CH2:47][CH2:48][N:43]([CH3:42])[CH2:44][CH2:45]3)=[O:21])=[CH:13][C:12]=2[CH2:18][CH3:19])=[CH:2]1. The reactants are [NH:1]1[C:9]2[C:4](=[CH:5][CH:6]=[CH:7][CH:8]=2)[C:3]([CH2:10][C:11]2[CH:17]=[CH:16][C:14]([NH2:15])=[CH:13][C:12]=2[CH2:18][CH3:19])=[CH:2]1.[C:20](Cl)(=O)[O:21]C1C=CC([N+]([O-])=O)=CC=1.C(N(C(C)C)CC)(C)C.[CH3:42][N:43]1[CH2:48][CH2:47][N:46]([CH2:49][CH2:50][NH2:51])[CH2:45][CH2:44]1. The catalyst is C1COCC1.